Dataset: Full USPTO retrosynthesis dataset with 1.9M reactions from patents (1976-2016). Task: Predict the reactants needed to synthesize the given product. (1) The reactants are: [CH3:1][C@@H:2]1[C@H:20]([OH:21])[C@@H:19]([CH3:22])[C:17](=[O:18])[C:16]([CH3:24])([CH3:23])[C@@H:15]([OH:25])[CH2:14][C:12](=[O:13])[O:11][C@H:10](/[C:26](/[CH3:35])=[CH:27]/[C:28]2[N:32]=[C:31]([CH2:33]O)[S:30][CH:29]=2)[CH2:9][C@@H:7]2[O:8][C@:6]2([CH3:36])[CH2:5][CH2:4][CH2:3]1.C1(P([N:51]=[N+]=[N-])(C2C=CC=CC=2)=O)C=CC=CC=1.N12CCCN=C1CCCCC2.CP(C)C.[NH4+].[OH-]. Given the product [NH2:51][CH2:33][C:31]1[S:30][CH:29]=[C:28]([CH:27]=[C:26]([CH:10]2[O:11][C:12](=[O:13])[CH2:14][CH:15]([OH:25])[C:16]([CH3:24])([CH3:23])[C:17](=[O:18])[CH:19]([CH3:22])[CH:20]([OH:21])[CH:2]([CH3:1])[CH2:3][CH2:4][CH2:5][C:6]3([CH3:36])[CH:7]([O:8]3)[CH2:9]2)[CH3:35])[N:32]=1, predict the reactants needed to synthesize it. (2) Given the product [CH3:34][O:35][C:36]([C:38]1[CH:47]=[C:46]([OH:48])[C:45]2[C:40](=[C:41]([OH:56])[CH:42]=[C:43]([C:49]3[CH:54]=[CH:53][CH:52]=[C:51]([CH3:55])[CH:50]=3)[CH:44]=2)[N:39]=1)=[O:37], predict the reactants needed to synthesize it. The reactants are: COC(C1C=C(NS(C2C=CC(C)=CC=2)(=O)=O)C2C(=C(OCC3C=CC=CC=3)C=CC=2)N=1)=O.[CH3:34][O:35][C:36]([C:38]1[CH:47]=[C:46]([OH:48])[C:45]2[C:40](=[C:41]([O:56]CC3C=CC=CC=3)[CH:42]=[C:43]([C:49]3[CH:54]=[CH:53][CH:52]=[C:51]([CH3:55])[CH:50]=3)[CH:44]=2)[N:39]=1)=[O:37]. (3) Given the product [OH:28][CH2:29][C:30]1[N:35]=[CH:34][C:33]([C:2]2[C:3]([N:22]3[CH2:26][CH2:25][C@@H:24]([OH:27])[CH2:23]3)=[N:4][CH:5]=[C:6]([C:7]([NH:9][C:10]3[CH:15]=[CH:14][C:13]([O:16][C:17]([F:20])([F:18])[F:19])=[CH:12][CH:11]=3)=[O:8])[CH:21]=2)=[CH:32][CH:31]=1, predict the reactants needed to synthesize it. The reactants are: Br[C:2]1[C:3]([N:22]2[CH2:26][CH2:25][C@@H:24]([OH:27])[CH2:23]2)=[N:4][CH:5]=[C:6]([CH:21]=1)[C:7]([NH:9][C:10]1[CH:15]=[CH:14][C:13]([O:16][C:17]([F:20])([F:19])[F:18])=[CH:12][CH:11]=1)=[O:8].[OH:28][CH2:29][C:30]1[N:35]=[CH:34][C:33](B(O)O)=[CH:32][CH:31]=1.C([O-])(O)=O.[Na+]. (4) Given the product [NH2:30][CH2:29][CH2:28][CH2:27][C:23]([OH:26])([PH2:24]=[O:25])[CH:10]([CH2:11][CH2:12][C:13]([OH:15])=[O:14])[C:9]([OH:31])=[O:8], predict the reactants needed to synthesize it. The reactants are: C([O:8][C:9](=[O:31])[CH:10]([C:23]([CH2:27][CH2:28][CH2:29][NH2:30])([OH:26])[PH2:24]=[O:25])[CH2:11][CH2:12][C:13]([O:15]CC1C=CC=CC=1)=[O:14])C1C=CC=CC=1.